This data is from Full USPTO retrosynthesis dataset with 1.9M reactions from patents (1976-2016). The task is: Predict the reactants needed to synthesize the given product. (1) Given the product [Br:3][C:4]1[C:12]2[C:11]([Cl:13])=[N:10][CH:9]=[N:8][C:7]=2[N:6]([CH2:15][O:16][CH2:17][CH2:18][Si:19]([CH3:22])([CH3:21])[CH3:20])[CH:5]=1, predict the reactants needed to synthesize it. The reactants are: [H-].[Na+].[Br:3][C:4]1[C:12]2[C:11]([Cl:13])=[N:10][CH:9]=[N:8][C:7]=2[NH:6][CH:5]=1.Cl[CH2:15][O:16][CH2:17][CH2:18][Si:19]([CH3:22])([CH3:21])[CH3:20].O. (2) Given the product [Cl:9][C:10]1[N:15]=[CH:14][N:13]=[C:12]([N:16]2[CH2:17][CH2:18][C:19]3([O:22][CH2:2]3)[CH2:20][CH2:21]2)[CH:11]=1, predict the reactants needed to synthesize it. The reactants are: [I-].[CH3:2][S+](C)(C)=O.[H-].[Na+].[Cl:9][C:10]1[N:15]=[CH:14][N:13]=[C:12]([N:16]2[CH2:21][CH2:20][C:19](=[O:22])[CH2:18][CH2:17]2)[CH:11]=1. (3) Given the product [N:14]1[CH:15]=[CH:16][CH:17]=[CH:18][C:13]=1[CH:11]([N:10]1[C:4]2[C:5](=[N:6][CH:7]=[C:2]([B:22]3[O:23][C:24]([CH3:26])([CH3:25])[C:20]([CH3:36])([CH3:19])[O:21]3)[CH:3]=2)[CH:8]=[CH:9]1)[CH3:12], predict the reactants needed to synthesize it. The reactants are: Br[C:2]1[CH:3]=[C:4]2[N:10]([CH:11]([C:13]3[CH:18]=[CH:17][CH:16]=[CH:15][N:14]=3)[CH3:12])[CH:9]=[CH:8][C:5]2=[N:6][CH:7]=1.[CH3:19][C:20]1([CH3:36])[C:24]([CH3:26])([CH3:25])[O:23][B:22]([B:22]2[O:23][C:24]([CH3:26])([CH3:25])[C:20]([CH3:36])([CH3:19])[O:21]2)[O:21]1.C([O-])(=O)C.[K+]. (4) Given the product [CH2:24]([O:26][C:27](=[O:35])[C:28]1[CH:33]=[C:32]([N:34]2[C:18]([CH3:19])=[CH:17][CH:16]=[C:15]2[C:10]2[CH:11]=[CH:12][CH:13]=[CH:14][C:9]=2[O:8][CH2:7][C:6]2[CH:22]=[CH:23][C:3]([O:2][CH3:1])=[CH:4][CH:5]=2)[CH:31]=[N:30][CH:29]=1)[CH3:25], predict the reactants needed to synthesize it. The reactants are: [CH3:1][O:2][C:3]1[CH:23]=[CH:22][C:6]([CH2:7][O:8][C:9]2[CH:14]=[CH:13][CH:12]=[CH:11][C:10]=2[C:15](=O)[CH2:16][CH2:17][C:18](=O)[CH3:19])=[CH:5][CH:4]=1.[CH2:24]([O:26][C:27](=[O:35])[C:28]1[CH:33]=[C:32]([NH2:34])[CH:31]=[N:30][CH:29]=1)[CH3:25].